From a dataset of Full USPTO retrosynthesis dataset with 1.9M reactions from patents (1976-2016). Predict the reactants needed to synthesize the given product. The reactants are: [CH3:1][N:2]([CH3:11])[C:3]1[CH:4]=[C:5]([CH:8]=[CH:9][CH:10]=1)[CH2:6][OH:7].[H-].[Na+].CS(O[CH2:19][CH2:20][O:21][CH2:22][CH2:23][CH2:24][CH2:25][CH2:26][CH2:27][N:28]1[CH2:32][C@@H:31]([C:33]2[CH:44]=[CH:43][C:36]3[O:37][C:38]([CH3:42])([CH3:41])[O:39][CH2:40][C:35]=3[CH:34]=2)[O:30][C:29]1=[O:45])(=O)=O.P([O-])([O-])([O-])=O. Given the product [CH3:1][N:2]([CH3:11])[C:3]1[CH:4]=[C:5]([CH:8]=[CH:9][CH:10]=1)[CH2:6][O:7][CH2:19][CH2:20][O:21][CH2:22][CH2:23][CH2:24][CH2:25][CH2:26][CH2:27][N:28]1[CH2:32][C@@H:31]([C:33]2[CH:44]=[CH:43][C:36]3[O:37][C:38]([CH3:41])([CH3:42])[O:39][CH2:40][C:35]=3[CH:34]=2)[O:30][C:29]1=[O:45], predict the reactants needed to synthesize it.